This data is from Peptide-MHC class I binding affinity with 185,985 pairs from IEDB/IMGT. The task is: Regression. Given a peptide amino acid sequence and an MHC pseudo amino acid sequence, predict their binding affinity value. This is MHC class I binding data. (1) The peptide sequence is KHDEEFCDM. The MHC is HLA-A02:03 with pseudo-sequence HLA-A02:03. The binding affinity (normalized) is 0.0847. (2) The peptide sequence is TVYPKTHYV. The MHC is HLA-A68:02 with pseudo-sequence HLA-A68:02. The binding affinity (normalized) is 0.999. (3) The peptide sequence is GSVNVVYTF. The MHC is HLA-C06:02 with pseudo-sequence HLA-C06:02. The binding affinity (normalized) is 0. (4) The peptide sequence is HYWTAQEQH. The MHC is HLA-A24:02 with pseudo-sequence HLA-A24:02. The binding affinity (normalized) is 0. (5) The peptide sequence is GRWMLPQGM. The MHC is HLA-B08:02 with pseudo-sequence HLA-B08:02. The binding affinity (normalized) is 0.0847. (6) The peptide sequence is LEVQGYWHLT. The MHC is Mamu-A11 with pseudo-sequence Mamu-A11. The binding affinity (normalized) is 0. (7) The peptide sequence is PYMPTVIEHL. The MHC is HLA-A24:02 with pseudo-sequence HLA-A24:02. The binding affinity (normalized) is 0.646.